Dataset: Forward reaction prediction with 1.9M reactions from USPTO patents (1976-2016). Task: Predict the product of the given reaction. (1) Given the reactants [CH2:1]([C@H:3]([NH:10][C:11]([C:13]1[C:22]2[C:17](=[CH:18][CH:19]=[CH:20][CH:21]=2)[N:16]=[C:15]([C:23]2[CH:28]=[CH:27][CH:26]=[CH:25][CH:24]=2)[C:14]=1[OH:29])=[O:12])[C:4]1[CH:9]=[CH:8][CH:7]=[CH:6][CH:5]=1)[CH3:2].C([O-])([O-])=O.[K+].[K+].Cl[CH2:37][CH2:38][N:39]1[CH2:48][CH2:47][C:46]2[C:41](=[CH:42][CH:43]=[CH:44][CH:45]=2)[C:40]1=[O:49], predict the reaction product. The product is: [CH2:1]([C@H:3]([NH:10][C:11]([C:13]1[C:22]2[C:17](=[CH:18][CH:19]=[CH:20][CH:21]=2)[N:16]=[C:15]([C:23]2[CH:24]=[CH:25][CH:26]=[CH:27][CH:28]=2)[C:14]=1[O:29][CH2:37][CH2:38][N:39]1[CH2:48][CH2:47][C:46]2[C:41](=[CH:42][CH:43]=[CH:44][CH:45]=2)[C:40]1=[O:49])=[O:12])[C:4]1[CH:5]=[CH:6][CH:7]=[CH:8][CH:9]=1)[CH3:2]. (2) Given the reactants [CH3:1][CH2:2][C@@:3]1([OH:59])[CH2:21][N:19]2[CH2:20][C@H:5]([CH2:6][C@:7]([C:55]([O:57][CH3:58])=[O:56])([C:22]3[CH:23]=[C:24]4[C@:32]56[C@@H:36]7[C@:37]([CH2:52][CH3:53])([C@@H:41]([O:48]C(C)=O)[C@:42]([OH:47])([C:43]([O:45][CH3:46])=[O:44])[C@@H:31]5[N:30]([CH3:54])[C:25]4=[CH:26][C:27]=3[O:28][CH3:29])[CH:38]=[CH:39][CH2:40][N:35]7[CH2:34][CH2:33]6)[C:8]3[NH:16][C:15]4[CH:14]=[CH:13][CH:12]=[CH:11][C:10]=4[C:9]=3[CH2:17][CH2:18]2)[CH2:4]1.CC[C@@]1(O)CN2C[C@H](C[C@](C(OC)=O)(C3C=C4[C@]56[C@@H]7[C@](CC)([C@@H](OC(C)=O)[C@](O)(C(OC)=O)[C@@H]5N(C)C4=CC=3OC)C=CCN7CC6)C3NC4C=CC=CC=4C=3CC2)C1.OS(O)(=O)=O, predict the reaction product. The product is: [CH3:1][CH2:2][C@@:3]1([OH:59])[CH2:21][N:19]2[CH2:20][C@@H:5]([CH2:6][C@:7]([C:55]([O:57][CH3:58])=[O:56])([C:22]3[CH:23]=[C:24]4[C:32]56[C@@H:31]([N:30]([CH3:54])[C:25]4=[CH:26][C:27]=3[O:28][CH3:29])[C@@:42]([OH:47])([C:43]([O:45][CH3:46])=[O:44])[C@H:41]([OH:48])[C@:37]3([CH2:52][CH3:53])[CH:38]=[CH:39][CH2:40][N:35]([C@H:36]53)[CH2:34][CH2:33]6)[C:8]3[NH:16][C:15]4[C:10](=[CH:11][CH:12]=[CH:13][CH:14]=4)[C:9]=3[CH2:17][CH2:18]2)[CH2:4]1. (3) Given the reactants [Br:1][C:2]1[CH:13]=[C:6]2[C:7]([O:9][C:10](=[O:12])[NH:11][C:5]2=[CH:4][CH:3]=1)=O.[CH2:14]([NH:21][CH2:22]C(O)=O)[C:15]1[CH:20]=[CH:19][CH:18]=[CH:17][CH:16]=1.CS(C)=O, predict the reaction product. The product is: [CH2:14]([N:21]1[C:7](=[O:9])[C:6]2[CH:13]=[C:2]([Br:1])[CH:3]=[CH:4][C:5]=2[NH:11][C:10](=[O:12])[CH2:22]1)[C:15]1[CH:20]=[CH:19][CH:18]=[CH:17][CH:16]=1. (4) Given the reactants [CH2:1]([O:3][C:4]([C@@H:6]1[CH2:10][C@H:9](OS(C)(=O)=O)[CH2:8][C@H:7]1[C:16]([N:18]1[CH2:22][CH2:21][C:20]([F:24])([F:23])[CH2:19]1)=[O:17])=[O:5])[CH3:2].[SH:25][C:26]1[CH:31]=[CH:30][CH:29]=[CH:28][N:27]=1, predict the reaction product. The product is: [CH2:1]([O:3][C:4]([C@@H:6]1[CH2:10][CH:9]([S:25][C:26]2[CH:31]=[CH:30][CH:29]=[CH:28][N:27]=2)[CH2:8][C@H:7]1[C:16]([N:18]1[CH2:22][CH2:21][C:20]([F:23])([F:24])[CH2:19]1)=[O:17])=[O:5])[CH3:2]. (5) The product is: [CH3:1][O:2][C:3]1[CH:4]=[C:5]([S:11]([N:14]2[CH2:18][CH2:17][CH:16]([N:19]([CH2:34][CH:35]3[CH2:38][CH2:37][CH2:36]3)[S:20]([C:23]3[CH:28]=[CH:27][C:26]([O:29][CH3:30])=[C:25]([O:31][CH3:32])[CH:24]=3)(=[O:22])=[O:21])[CH2:15]2)(=[O:12])=[O:13])[CH:6]=[CH:7][C:8]=1[O:9][CH3:10]. Given the reactants [CH3:1][O:2][C:3]1[CH:4]=[C:5]([S:11]([N:14]2[CH2:18][CH2:17][CH:16]([NH:19][S:20]([C:23]3[CH:28]=[CH:27][C:26]([O:29][CH3:30])=[C:25]([O:31][CH3:32])[CH:24]=3)(=[O:22])=[O:21])[CH2:15]2)(=[O:13])=[O:12])[CH:6]=[CH:7][C:8]=1[O:9][CH3:10].Br[CH2:34][CH:35]1[CH2:38][CH2:37][CH2:36]1.C(=O)([O-])[O-].[K+].[K+], predict the reaction product.